This data is from Forward reaction prediction with 1.9M reactions from USPTO patents (1976-2016). The task is: Predict the product of the given reaction. (1) The product is: [CH:13]1([C:2]2[CH:7]=[CH:6][C:5]([CH2:8][C:9]([O:11][CH3:12])=[O:10])=[CH:4][CH:3]=2)[CH2:15][CH2:14]1. Given the reactants I[C:2]1[CH:7]=[CH:6][C:5]([CH2:8][C:9]([O:11][CH3:12])=[O:10])=[CH:4][CH:3]=1.[CH:13]1(B(O)O)[CH2:15][CH2:14]1.P([O-])([O-])([O-])=O.[K+].[K+].[K+].C1(P(C2CCCCC2)C2CCCCC2)CCCCC1, predict the reaction product. (2) Given the reactants N[C:2]1[S:3][C:4]2[CH:10]=[C:9]([N+:11]([O-:13])=[O:12])[CH:8]=[CH:7][C:5]=2[N:6]=1.P(=O)(O)(O)O.N([O-])=O.[Na+].[BrH:23], predict the reaction product. The product is: [Br:23][C:2]1[S:3][C:4]2[CH:10]=[C:9]([N+:11]([O-:13])=[O:12])[CH:8]=[CH:7][C:5]=2[N:6]=1. (3) Given the reactants [NH2:1][C:2]([C:4]1[CH:30]=[CH:29][C:7]([CH2:8][NH:9][C:10]([C:12]2[C:13]([CH3:28])=[N:14][N:15]([C:18]3[CH:23]=[CH:22][C:21]([C:24]([NH2:26])=O)=[C:20]([Cl:27])[CH:19]=3)[C:16]=2[CH3:17])=[O:11])=[CH:6][CH:5]=1)=O.S(Cl)(Cl)=O.C(=O)(O)[O-].[Na+], predict the reaction product. The product is: [Cl:27][C:20]1[CH:19]=[C:18]([N:15]2[C:16]([CH3:17])=[C:12]([C:10]([NH:9][CH2:8][C:7]3[CH:6]=[CH:5][C:4]([C:2]#[N:1])=[CH:30][CH:29]=3)=[O:11])[C:13]([CH3:28])=[N:14]2)[CH:23]=[CH:22][C:21]=1[C:24]#[N:26]. (4) Given the reactants [NH2:1][C:2]1[N:7]([CH3:8])[C:6](=[O:9])[N:5]([CH3:10])[C:4](=[O:11])[C:3]=1[NH:12][C:13](=O)[CH:14]=[CH:15][C:16]1[CH:21]=[CH:20][CH:19]=[CH:18][CH:17]=1.[OH-].[Na+], predict the reaction product. The product is: [CH3:10][N:5]1[C:4](=[O:11])[C:3]2[NH:12][C:13](/[CH:14]=[CH:15]/[C:16]3[CH:21]=[CH:20][CH:19]=[CH:18][CH:17]=3)=[N:1][C:2]=2[N:7]([CH3:8])[C:6]1=[O:9]. (5) Given the reactants Cl.[CH2:2]([O:4][C:5](=[O:31])[C:6]1[CH:11]=[CH:10][C:9]([O:12][CH2:13][CH2:14][C@H:15]([CH:17]2[CH2:22][CH2:21][N:20](C(OC(C)(C)C)=O)[CH2:19][CH2:18]2)C)=[N:8][C:7]=1[CH3:30])[CH3:3], predict the reaction product. The product is: [CH2:2]([O:4][C:5](=[O:31])[C:6]1[CH:11]=[CH:10][C:9]([O:12][CH2:13][CH2:14][CH2:15][CH:17]2[CH2:18][CH2:19][NH:20][CH2:21][CH2:22]2)=[N:8][C:7]=1[CH3:30])[CH3:3]. (6) Given the reactants [C:1]([O:5][C:6]([N:8]1[C:12]([CH3:21])([CH2:13][NH:14][C:15]2[CH:20]=[CH:19][CH:18]=[CH:17][CH:16]=2)[CH2:11][O:10][C:9]1([CH3:23])[CH3:22])=[O:7])([CH3:4])([CH3:3])[CH3:2].[CH:24](=O)[CH3:25], predict the reaction product. The product is: [C:1]([O:5][C:6]([N:8]1[C:12]([CH2:13][N:14]([CH2:24][CH3:25])[C:15]2[CH:16]=[CH:17][CH:18]=[CH:19][CH:20]=2)([CH3:21])[CH2:11][O:10][C:9]1([CH3:23])[CH3:22])=[O:7])([CH3:4])([CH3:2])[CH3:3].